From a dataset of Catalyst prediction with 721,799 reactions and 888 catalyst types from USPTO. Predict which catalyst facilitates the given reaction. Reactant: [C:9](O[C:9]([O:11][C:12]([CH3:15])([CH3:14])[CH3:13])=[O:10])([O:11][C:12]([CH3:15])([CH3:14])[CH3:13])=[O:10].[C:16]([C:18]1[CH:23]=[CH:22][C:21]([CH:24]([CH3:30])[C:25]([O:27][CH2:28][CH3:29])=[O:26])=[CH:20][CH:19]=1)#[N:17]. Product: [C:12]([O:11][C:9]([NH:17][CH2:16][C:18]1[CH:19]=[CH:20][C:21]([CH:24]([CH3:30])[C:25]([O:27][CH2:28][CH3:29])=[O:26])=[CH:22][CH:23]=1)=[O:10])([CH3:13])([CH3:14])[CH3:15]. The catalyst class is: 29.